From a dataset of Catalyst prediction with 721,799 reactions and 888 catalyst types from USPTO. Predict which catalyst facilitates the given reaction. (1) Reactant: [CH2:1]([O:8][C:9](=[O:33])[C@@H:10]([NH:20][C:21](=[O:32])[C@@H:22]([NH:24]C(OC(C)(C)C)=O)[CH3:23])[CH2:11][C:12]1[CH:17]=[CH:16][C:15]([O:18][CH3:19])=[CH:14][CH:13]=1)[C:2]1[CH:7]=[CH:6][CH:5]=[CH:4][CH:3]=1.FC(F)(F)C(O)=O.C(N(CC)C(C)C)(C)C.[CH2:50]1[C:58]2[C:53](=[CH:54][CH:55]=[CH:56][CH:57]=2)[CH2:52][CH:51]1[C:59]([OH:61])=O.CN(C(ON1N=NC2C=CC=NC1=2)=[N+](C)C)C.F[P-](F)(F)(F)(F)F. Product: [CH2:1]([O:8][C:9](=[O:33])[C@@H:10]([NH:20][C:21](=[O:32])[C@@H:22]([NH:24][C:59]([CH:51]1[CH2:50][C:58]2[C:53](=[CH:54][CH:55]=[CH:56][CH:57]=2)[CH2:52]1)=[O:61])[CH3:23])[CH2:11][C:12]1[CH:13]=[CH:14][C:15]([O:18][CH3:19])=[CH:16][CH:17]=1)[C:2]1[CH:3]=[CH:4][CH:5]=[CH:6][CH:7]=1. The catalyst class is: 4. (2) Reactant: Cl[C:2]1[CH:7]=[C:6]([O:8][CH3:9])[CH:5]=[CH:4][N:3]=1.[C:10]1([CH2:16][SH:17])[CH:15]=[CH:14][CH:13]=[CH:12][CH:11]=1.C(N(CC)C(C)C)(C)C.C1(P(C2C=CC=CC=2)C2C3OC4C(=CC=CC=4P(C4C=CC=CC=4)C4C=CC=CC=4)C(C)(C)C=3C=CC=2)C=CC=CC=1. Product: [CH2:16]([S:17][C:2]1[CH:7]=[C:6]([O:8][CH3:9])[CH:5]=[CH:4][N:3]=1)[C:10]1[CH:15]=[CH:14][CH:13]=[CH:12][CH:11]=1. The catalyst class is: 101.